Dataset: Forward reaction prediction with 1.9M reactions from USPTO patents (1976-2016). Task: Predict the product of the given reaction. (1) Given the reactants I[C:2]1[CH:3]=[CH:4][CH:5]=[C:6]2[C:11]=1[N:10]=[C:9]([CH2:12][CH2:13][CH2:14][N:15]1[CH2:20][CH:19]=[C:18]([C:21]3[CH:26]=[CH:25][CH:24]=[CH:23][CH:22]=3)[CH2:17][CH2:16]1)[NH:8][C:7]2=[O:27].[CH3:28][Si:29]([C:32]#[CH:33])([CH3:31])[CH3:30].C(N(CC)CC)C, predict the reaction product. The product is: [C:21]1([C:18]2[CH2:17][CH2:16][N:15]([CH2:14][CH2:13][CH2:12][C:9]3[NH:8][C:7](=[O:27])[C:6]4[C:11](=[C:2]([C:33]#[C:32][Si:29]([CH3:31])([CH3:30])[CH3:28])[CH:3]=[CH:4][CH:5]=4)[N:10]=3)[CH2:20][CH:19]=2)[CH:26]=[CH:25][CH:24]=[CH:23][CH:22]=1. (2) Given the reactants [F:1][C:2]1[C:10]([C:11]2[CH:16]=[CH:15][C:14]([C:17]3([OH:21])[CH2:20][O:19][CH2:18]3)=[CH:13][CH:12]=2)=[C:9]([F:22])[CH:8]=[C:7]2[C:3]=1[C:4]([CH:23]=[O:24])=[CH:5][NH:6]2.CC(=CC)C.Cl([O-])=[O:31].[Na+].O.OP([O-])(O)=O.[Na+], predict the reaction product. The product is: [F:1][C:2]1[C:10]([C:11]2[CH:16]=[CH:15][C:14]([C:17]3([OH:21])[CH2:20][O:19][CH2:18]3)=[CH:13][CH:12]=2)=[C:9]([F:22])[CH:8]=[C:7]2[C:3]=1[C:4]([C:23]([OH:31])=[O:24])=[CH:5][NH:6]2. (3) The product is: [CH3:8][C:5]1[N:4]=[N:3][C:2]([C:16]2[CH:17]=[CH:18][C:13]([S:10]([CH3:9])(=[O:12])=[O:11])=[CH:14][CH:15]=2)=[CH:7][CH:6]=1. Given the reactants Cl[C:2]1[N:3]=[N:4][C:5]([CH3:8])=[CH:6][CH:7]=1.[CH3:9][S:10]([C:13]1[CH:18]=[CH:17][C:16](B(O)O)=[CH:15][CH:14]=1)(=[O:12])=[O:11].C(=O)([O-])[O-].[K+].[K+], predict the reaction product. (4) The product is: [CH3:1][CH:2]1[CH2:9][C@H:8]2[C@H:4]([CH2:5][N:6]([C:30]([C:28]3[N:29]=[C:25]([CH3:24])[S:26][C:27]=3[C:33]3[CH:34]=[C:35]([CH3:39])[CH:36]=[CH:37][CH:38]=3)=[O:31])[C@@H:7]2[CH2:10][NH:11][C:12]([C:14]2[C:23]3[O:22][CH2:21][CH2:20][O:19][C:18]=3[CH:17]=[CH:16][CH:15]=2)=[O:13])[CH2:3]1. Given the reactants [CH3:1][CH:2]1[CH2:9][C@H:8]2[C@H:4]([CH2:5][NH:6][C@@H:7]2[CH2:10][NH:11][C:12]([C:14]2[C:23]3[O:22][CH2:21][CH2:20][O:19][C:18]=3[CH:17]=[CH:16][CH:15]=2)=[O:13])[CH2:3]1.[CH3:24][C:25]1[S:26][C:27]([C:33]2[CH:34]=[C:35]([CH3:39])[CH:36]=[CH:37][CH:38]=2)=[C:28]([C:30](O)=[O:31])[N:29]=1, predict the reaction product. (5) Given the reactants [NH2:1][C:2]1[CH:7]=[CH:6][C:5]([OH:8])=[CH:4][C:3]=1[F:9].[CH3:10][C:11]([C:13]1[CH:18]=[CH:17][C:16](F)=[CH:15][CH:14]=1)=[O:12], predict the reaction product. The product is: [NH2:1][C:2]1[CH:7]=[CH:6][C:5]([O:8][C:16]2[CH:17]=[CH:18][C:13]([C:11](=[O:12])[CH3:10])=[CH:14][CH:15]=2)=[CH:4][C:3]=1[F:9]. (6) Given the reactants [C:1]1([C:33]2[CH:38]=[CH:37][CH:36]=[CH:35][CH:34]=2)[CH:6]=[CH:5][C:4]([C:7]2[N:12]=[C:11]3[C:13]([C:28]([F:31])([F:30])[F:29])=[C:14]([O:18][C@H:19]4[C@H:23]5[O:24][CH2:25][C@@H:26]([OH:27])[C@H:22]5[O:21][CH2:20]4)[N:15](CO)[C:10]3=[CH:9][C:8]=2[Cl:32])=[CH:3][CH:2]=1.C(N)CN, predict the reaction product. The product is: [C:1]1([C:33]2[CH:34]=[CH:35][CH:36]=[CH:37][CH:38]=2)[CH:2]=[CH:3][C:4]([C:7]2[N:12]=[C:11]3[C:13]([C:28]([F:29])([F:31])[F:30])=[C:14]([O:18][C@H:19]4[C@H:23]5[O:24][CH2:25][C@@H:26]([OH:27])[C@H:22]5[O:21][CH2:20]4)[NH:15][C:10]3=[CH:9][C:8]=2[Cl:32])=[CH:5][CH:6]=1.